Dataset: Reaction yield outcomes from USPTO patents with 853,638 reactions. Task: Predict the reaction yield, written as a fraction of the theoretical maximum amount of product (1.0 means a 100% yield; for example, 0.34 means a 34% yield). (1) The reactants are Br[CH2:2][C:3]1[C:13]([Cl:14])=[N:12][CH:11]=[CH:10][C:4]=1[C:5]([O:7]CC)=O.Cl.[CH3:16][C:17]1[CH:18]=[C:19]([CH:28]([NH2:30])[CH3:29])[CH:20]=[N:21][C:22]=1[N:23]1[CH:27]=[CH:26][CH:25]=[N:24]1. No catalyst specified. The product is [Cl:14][C:13]1[C:3]2[CH2:2][N:30]([CH:28]([C:19]3[CH:20]=[N:21][C:22]([N:23]4[CH:27]=[CH:26][CH:25]=[N:24]4)=[C:17]([CH3:16])[CH:18]=3)[CH3:29])[C:5](=[O:7])[C:4]=2[CH:10]=[CH:11][N:12]=1. The yield is 0.350. (2) The reactants are [C:1]([C:4]1[CH:5]=[C:6]([C:20]([OH:22])=[O:21])[C:7]([C:10]2[CH:15]=[CH:14][C:13]([O:16][CH3:17])=[CH:12][C:11]=2OC)=[CH:8][CH:9]=1)(=[O:3])[CH3:2].O=S(Cl)Cl.[Al+3].[Cl-].[Cl-].[Cl-]. The catalyst is ClCCCl. The product is [C:1]([C:4]1[CH:9]=[CH:8][C:7]2[C:10]3[C:11](=[CH:12][C:13]([O:16][CH3:17])=[CH:14][CH:15]=3)[O:22][C:20](=[O:21])[C:6]=2[CH:5]=1)(=[O:3])[CH3:2]. The yield is 0.900. (3) The reactants are [CH3:1][O:2][CH2:3][CH2:4][O:5][CH2:6][CH2:7][O:8][CH2:9][C:10]([OH:12])=O.[CH2:13]([NH2:16])[C:14]#[CH:15].CCN(C(C)C)C(C)C.CN(C(ON1N=NC2C=CC=CC1=2)=[N+](C)C)C.F[P-](F)(F)(F)(F)F. The catalyst is C1COCC1. The product is [CH3:1][O:2][CH2:3][CH2:4][O:5][CH2:6][CH2:7][O:8][CH2:9][C:10]([NH:16][CH2:13][C:14]#[CH:15])=[O:12]. The yield is 0.0553.